Dataset: Reaction yield outcomes from USPTO patents with 853,638 reactions. Task: Predict the reaction yield, written as a fraction of the theoretical maximum amount of product (1.0 means a 100% yield; for example, 0.34 means a 34% yield). (1) The reactants are Br[C:2]1[N:7]=[N:6][C:5]([NH2:8])=[N:4][C:3]=1[C:9]1[CH:14]=[CH:13][CH:12]=[CH:11][CH:10]=1.[Cl:15][C:16]1[CH:17]=[C:18](B(O)O)[CH:19]=[N:20][CH:21]=1. No catalyst specified. The product is [Cl:15][C:16]1[CH:17]=[C:18]([C:2]2[N:7]=[N:6][C:5]([NH2:8])=[N:4][C:3]=2[C:9]2[CH:14]=[CH:13][CH:12]=[CH:11][CH:10]=2)[CH:19]=[N:20][CH:21]=1. The yield is 0.100. (2) The reactants are [CH2:1]([O:8][C:9]1[C:10]([CH3:27])=[C:11]([CH:15](OC)[C:16]2[C:24]3[C:19](=[N:20][CH:21]=[CH:22][CH:23]=3)[NH:18][CH:17]=2)[CH:12]=[CH:13][CH:14]=1)[C:2]1[CH:7]=[CH:6][CH:5]=[CH:4][CH:3]=1.FC(F)(F)C(O)=O.C([SiH](CC)CC)C. The catalyst is C(#N)C. The product is [CH2:1]([O:8][C:9]1[C:10]([CH3:27])=[C:11]([CH:12]=[CH:13][CH:14]=1)[CH2:15][C:16]1[C:24]2[C:19](=[N:20][CH:21]=[CH:22][CH:23]=2)[NH:18][CH:17]=1)[C:2]1[CH:3]=[CH:4][CH:5]=[CH:6][CH:7]=1. The yield is 0.750. (3) The reactants are C([O:4][C@@H:5]1[C@@H:10]([CH2:11][O:12]C(=O)C)[O:9][C@H:8]([C:16]2[CH:17]=[C:18]([CH:23]=[CH:24][CH:25]=2)[C:19]([O:21]C)=[O:20])[C@@H:7]([OH:26])[C@H:6]1[OH:27])(=O)C.CO[Na].[OH-].[Na+]. The catalyst is CO. The product is [OH:26][C@H:7]1[C@@H:6]([OH:27])[C@H:5]([OH:4])[C@@H:10]([CH2:11][OH:12])[O:9][C@@H:8]1[C:16]1[CH:17]=[C:18]([CH:23]=[CH:24][CH:25]=1)[C:19]([OH:21])=[O:20]. The yield is 0.660. (4) The reactants are [F:1][C:2]1[CH:3]=[C:4]([C:9]#[C:10][C:11]2[CH:12]=[C:13]3[C:19]([NH:20][C:21](=[O:42])[C:22]4[CH:27]=[CH:26][C:25]([N:28]5[CH2:33][CH2:32][N:31]([CH3:34])[CH2:30][CH2:29]5)=[CH:24][C:23]=4[NH:35][CH:36]4[CH2:41][CH2:40][O:39][CH2:38][CH2:37]4)=[N:18][NH:17][C:14]3=[N:15][CH:16]=2)[CH:5]=[C:6]([F:8])[CH:7]=1. The catalyst is O1CCCC1.CO.[Pd]. The product is [F:1][C:2]1[CH:3]=[C:4]([CH:5]=[C:6]([F:8])[CH:7]=1)[CH2:9][CH2:10][C:11]1[CH:12]=[C:13]2[C:19]([NH:20][C:21](=[O:42])[C:22]3[CH:27]=[CH:26][C:25]([N:28]4[CH2:33][CH2:32][N:31]([CH3:34])[CH2:30][CH2:29]4)=[CH:24][C:23]=3[NH:35][CH:36]3[CH2:37][CH2:38][O:39][CH2:40][CH2:41]3)=[N:18][NH:17][C:14]2=[N:15][CH:16]=1. The yield is 0.600.